Dataset: Full USPTO retrosynthesis dataset with 1.9M reactions from patents (1976-2016). Task: Predict the reactants needed to synthesize the given product. (1) Given the product [Br:22][C:19]1[CH:20]=[CH:21][C:16]([C@:11]2([C:12]([F:14])([F:13])[F:15])[C:10]#[C:9][CH2:8][S:35][CH2:34][C@@H:33]([C:36]([O:38][CH3:39])=[O:37])[NH:32][C:30](=[O:31])[C@H:24]([CH2:25][C:26]([F:29])([CH3:28])[CH3:27])[NH:23]2)=[CH:17][CH:18]=1, predict the reactants needed to synthesize it. The reactants are: C([O-])([O-])=O.[K+].[K+].Br[CH2:8][C:9]#[C:10][C@:11]([NH:23][C@H:24]([C:30]([NH:32][C@H:33]([C:36]([O:38][CH3:39])=[O:37])[CH2:34][SH:35])=[O:31])[CH2:25][C:26]([F:29])([CH3:28])[CH3:27])([C:16]1[CH:21]=[CH:20][C:19]([Br:22])=[CH:18][CH:17]=1)[C:12]([F:15])([F:14])[F:13].O.CCOC(C)=O. (2) Given the product [CH3:35][O:36][C:37](=[O:58])[C@@H:38]([CH2:40][C:41]1[CH:42]=[CH:43][C:44]([NH:47][C:48](=[O:57])[C:49]2[C:50]([Cl:56])=[CH:51][CH:52]=[CH:53][C:54]=2[Cl:55])=[CH:45][CH:46]=1)[NH2:39], predict the reactants needed to synthesize it. The reactants are: CCN(C(C)C)C(C)C.F[P-](F)(F)(F)(F)F.N1(OC(N(C)C)=[N+](C)C)C2N=CC=CC=2N=N1.Cl.[CH3:35][O:36][C:37](=[O:58])[C@@H:38]([CH2:40][C:41]1[CH:46]=[CH:45][C:44]([NH:47][C:48](=[O:57])[C:49]2[C:54]([Cl:55])=[CH:53][CH:52]=[CH:51][C:50]=2[Cl:56])=[CH:43][CH:42]=1)[NH2:39].